From a dataset of Reaction yield outcomes from USPTO patents with 853,638 reactions. Predict the reaction yield, written as a fraction of the theoretical maximum amount of product (1.0 means a 100% yield; for example, 0.34 means a 34% yield). (1) The reactants are Cl.[NH2:2][CH2:3][C:4]([NH:6][C@H:7]([C:12]([O:14]C)=O)[C@H:8]([CH2:10][CH3:11])[CH3:9])=[O:5].C(N(CC)CC)C. The catalyst is C(O)C. The product is [CH:8]([CH:7]1[NH:6][C:4](=[O:5])[CH2:3][NH:2][C:12]1=[O:14])([CH2:10][CH3:11])[CH3:9]. The yield is 0.420. (2) The reactants are [CH:1]([N:4]([C:11]1[CH:16]=[CH:15][C:14]([NH:17][C:18]2[CH:23]=[CH:22][CH:21]=[CH:20][CH:19]=2)=[CH:13][CH:12]=1)[C:5](=[O:10])/[CH:6]=[C:7](\[NH2:9])/[CH3:8])([CH3:3])[CH3:2].N.[H][H]. The catalyst is [Ni].CO. The product is [NH2:9][CH:7]([CH3:8])[CH2:6][C:5]([N:4]([CH:1]([CH3:3])[CH3:2])[C:11]1[CH:16]=[CH:15][C:14]([NH:17][C:18]2[CH:23]=[CH:22][CH:21]=[CH:20][CH:19]=2)=[CH:13][CH:12]=1)=[O:10]. The yield is 0.793. (3) The reactants are [I-].C[S+](C)(C)=O.[CH3:7]C([O-])(C)C.[K+].[CH2:13]([O:20][C:21]1[CH:26]=[CH:25][C:24](/[CH:27]=[CH:28]/[N+:29]([O-:31])=[O:30])=[CH:23][CH:22]=1)[C:14]1[CH:19]=[CH:18][CH:17]=[CH:16][CH:15]=1.O. The catalyst is CS(C)=O. The product is [CH2:13]([O:20][C:21]1[CH:26]=[CH:25][C:24]([C@@H:27]2[CH2:7][C@H:28]2[N+:29]([O-:31])=[O:30])=[CH:23][CH:22]=1)[C:14]1[CH:15]=[CH:16][CH:17]=[CH:18][CH:19]=1. The yield is 0.260. (4) The reactants are [OH:1][C:2]1[C:6](=[O:7])[N:5]([C:8]2[S:9][C:10]([CH3:13])=[N:11][N:12]=2)[CH:4]([C:14]2[CH:22]=[CH:21][C:17]([C:18](O)=[O:19])=[CH:16][CH:15]=2)[C:3]=1[C:23](=[O:32])[C:24]1[CH:29]=[CH:28][C:27]([O:30][CH3:31])=[CH:26][CH:25]=1.Cl.[CH3:34][NH:35][CH3:36]. No catalyst specified. The product is [OH:1][C:2]1[C:6](=[O:7])[N:5]([C:8]2[S:9][C:10]([CH3:13])=[N:11][N:12]=2)[CH:4]([C:14]2[CH:15]=[CH:16][C:17]([C:18]([N:35]([CH3:36])[CH3:34])=[O:19])=[CH:21][CH:22]=2)[C:3]=1[C:23](=[O:32])[C:24]1[CH:25]=[CH:26][C:27]([O:30][CH3:31])=[CH:28][CH:29]=1. The yield is 0.800.